Task: Predict which catalyst facilitates the given reaction.. Dataset: Catalyst prediction with 721,799 reactions and 888 catalyst types from USPTO (1) Product: [ClH:15].[ClH:15].[CH3:1][C:2]12[CH2:10][CH2:9][CH2:8][N:3]1[CH2:4][CH2:5][NH:6][CH2:7]2. The catalyst class is: 1. Reactant: [CH3:1][C:2]12[CH2:10][CH2:9][C:8](=O)[N:3]1[CH2:4][CH2:5][NH:6][CH2:7]2.B.CO.[ClH:15]. (2) Reactant: [F:1][C:2]1[CH:7]=[C:6]([Br:8])[CH:5]=[CH:4][C:3]=1[OH:9].Br[CH2:11][CH2:12][CH2:13][Cl:14]. Product: [Br:8][C:6]1[CH:5]=[CH:4][C:3]([O:9][CH2:11][CH2:12][CH2:13][Cl:14])=[C:2]([F:1])[CH:7]=1. The catalyst class is: 10. (3) Reactant: [C:7](O[C:7](=[O:11])[CH:8]([CH3:10])[CH3:9])(=[O:11])[CH:8]([CH3:10])[CH3:9].Cl.[Cl:13][CH2:14][C:15]1[N:16]([CH2:29][CH2:30][CH2:31][CH2:32][NH2:33])[C:17]2[C:22]([CH3:23])=[C:21]([CH3:24])[N:20]3[N:25]=[N:26][N:27]=[C:19]3[C:18]=2[N:28]=1.C(N(CC)CC)C. Product: [Cl:13][CH2:14][C:15]1[N:16]([CH2:29][CH2:30][CH2:31][CH2:32][NH:33][C:7](=[O:11])[CH:8]([CH3:9])[CH3:10])[C:17]2[C:22]([CH3:23])=[C:21]([CH3:24])[N:20]3[N:25]=[N:26][N:27]=[C:19]3[C:18]=2[N:28]=1. The catalyst class is: 4. (4) Reactant: C(N(CC)C(C)C)(C)C.[CH2:10]([O:17][CH2:18][C@@H:19]1[NH:24][C@@H:23]([CH3:25])[C@H:22]([O:26][CH2:27][C:28]([CH3:31])([CH3:30])[CH3:29])[O:21][CH2:20]1)[C:11]1[CH:16]=[CH:15][CH:14]=[CH:13][CH:12]=1.[C:32](O[C:32]([O:34][C:35]([CH3:38])([CH3:37])[CH3:36])=[O:33])([O:34][C:35]([CH3:38])([CH3:37])[CH3:36])=[O:33]. Product: [C:35]([O:34][C:32]([N:24]1[C@@H:19]([CH2:18][O:17][CH2:10][C:11]2[CH:12]=[CH:13][CH:14]=[CH:15][CH:16]=2)[CH2:20][O:21][C@@H:22]([O:26][CH2:27][C:28]([CH3:30])([CH3:29])[CH3:31])[C@@H:23]1[CH3:25])=[O:33])([CH3:38])([CH3:37])[CH3:36]. The catalyst class is: 68. (5) Reactant: FC(F)(F)C(O)=O.[CH3:8][O:9][C:10](=[O:28])[CH:11]([C:20]1[CH:25]=[CH:24][C:23]([Cl:26])=[C:22]([Cl:27])[CH:21]=1)[CH2:12][C:13]([O:15]C(C)(C)C)=[O:14]. Product: [CH3:8][O:9][C:10](=[O:28])[CH:11]([C:20]1[CH:25]=[CH:24][C:23]([Cl:26])=[C:22]([Cl:27])[CH:21]=1)[CH2:12][C:13]([OH:15])=[O:14]. The catalyst class is: 4. (6) Reactant: [N+:1]([C:4]1[CH:5]=[CH:6][C:7]2[O:12][CH2:11][C:10](=[O:13])[NH:9][C:8]=2[CH:14]=1)([O-:3])=[O:2].C[Si]([N-][Si](C)(C)C)(C)C.[K+].[CH2:25]([O:27][C:28](=[O:39])[C@@H:29](OS(C(F)(F)F)(=O)=O)[CH3:30])[CH3:26].O. Product: [CH2:25]([O:27][C:28](=[O:39])[C@H:29]([N:9]1[C:8]2[CH:14]=[C:4]([N+:1]([O-:3])=[O:2])[CH:5]=[CH:6][C:7]=2[O:12][CH2:11][C:10]1=[O:13])[CH3:30])[CH3:26]. The catalyst class is: 1. (7) The catalyst class is: 19. Reactant: [CH3:1][O:2][C:3](=[O:23])[CH:4]=[CH:5][C:6]1[CH:22]=[CH:21][C:9]2[N:10]([CH2:17][CH2:18][CH2:19][OH:20])[C:11]([CH2:13][CH:14]([CH3:16])[CH3:15])=[N:12][C:8]=2[CH:7]=1.[H][H]. Product: [CH3:1][O:2][C:3](=[O:23])[CH2:4][CH2:5][C:6]1[CH:22]=[CH:21][C:9]2[N:10]([CH2:17][CH2:18][CH2:19][OH:20])[C:11]([CH2:13][CH:14]([CH3:16])[CH3:15])=[N:12][C:8]=2[CH:7]=1. (8) Reactant: [N+:1]([C:4]1[CH:18]=[CH:17][CH:16]=[CH:15][C:5]=1[O:6][C:7]1[CH:8]=[C:9]([CH:12]=[CH:13][CH:14]=1)[C:10]#[N:11])([O-])=O. Product: [NH2:1][C:4]1[CH:18]=[CH:17][CH:16]=[CH:15][C:5]=1[O:6][C:7]1[CH:8]=[C:9]([CH:12]=[CH:13][CH:14]=1)[C:10]#[N:11]. The catalyst class is: 14. (9) Reactant: [CH2:1]([N:4]([CH2:17][CH2:18][CH3:19])[C:5]([C:7]1[CH:8]=[C:9]([CH:14]=[CH:15][CH:16]=1)[C:10]([O:12]C)=[O:11])=[O:6])[CH2:2][CH3:3].COC(C1C=C(C=CC=1)C(O)=O)=O.CN(C(ON1N=NC2C=CC=NC1=2)=[N+](C)C)C.F[P-](F)(F)(F)(F)F.C(NCCC)CC. Product: [CH2:17]([N:4]([CH2:1][CH2:2][CH3:3])[C:5]([C:7]1[CH:8]=[C:9]([CH:14]=[CH:15][CH:16]=1)[C:10]([OH:12])=[O:11])=[O:6])[CH2:18][CH3:19]. The catalyst class is: 39. (10) Reactant: [NH2:1][C:2]1[C:3](Cl)=[C:4]([NH:9][S:10]([CH2:13][CH2:14][CH3:15])(=[O:12])=[O:11])[CH:5]=[CH:6][C:7]=1[F:8]. Product: [NH2:1][C:2]1[CH:3]=[C:4]([NH:9][S:10]([CH2:13][CH2:14][CH3:15])(=[O:12])=[O:11])[CH:5]=[CH:6][C:7]=1[F:8]. The catalyst class is: 5.